Dataset: NCI-60 drug combinations with 297,098 pairs across 59 cell lines. Task: Regression. Given two drug SMILES strings and cell line genomic features, predict the synergy score measuring deviation from expected non-interaction effect. (1) Cell line: CAKI-1. Drug 2: CCC1(C2=C(COC1=O)C(=O)N3CC4=CC5=C(C=CC(=C5CN(C)C)O)N=C4C3=C2)O.Cl. Synergy scores: CSS=-2.79, Synergy_ZIP=-10.9, Synergy_Bliss=-23.1, Synergy_Loewe=-48.1, Synergy_HSA=-26.2. Drug 1: CC1=C(C(=O)C2=C(C1=O)N3CC4C(C3(C2COC(=O)N)OC)N4)N. (2) Cell line: CCRF-CEM. Synergy scores: CSS=63.7, Synergy_ZIP=0.406, Synergy_Bliss=-0.149, Synergy_Loewe=-1.75, Synergy_HSA=0.106. Drug 1: CCC1(CC2CC(C3=C(CCN(C2)C1)C4=CC=CC=C4N3)(C5=C(C=C6C(=C5)C78CCN9C7C(C=CC9)(C(C(C8N6C=O)(C(=O)OC)O)OC(=O)C)CC)OC)C(=O)OC)O.OS(=O)(=O)O. Drug 2: CN(CCCl)CCCl.Cl.